Task: Predict the reactants needed to synthesize the given product.. Dataset: Full USPTO retrosynthesis dataset with 1.9M reactions from patents (1976-2016) Given the product [S:8]1[C:7]([CH:10]=[O:11])=[CH:6][C:5]([C:14]2[CH:15]=[CH:16][S:12][CH:13]=2)=[CH:9]1, predict the reactants needed to synthesize it. The reactants are: B(O)O.Br[C:5]1[CH:6]=[C:7]([CH:10]=[O:11])[S:8][CH:9]=1.[S:12]1[CH:16]=[CH:15][C:14](B(O)O)=[CH:13]1.